This data is from Forward reaction prediction with 1.9M reactions from USPTO patents (1976-2016). The task is: Predict the product of the given reaction. (1) Given the reactants [I:1][C:2]1[NH:6][N:5]=[CH:4][C:3]=1[C:7]1[CH:12]=[CH:11][N:10]=[C:9]([S:13][CH3:14])[N:8]=1.Br[C:16]([CH3:22])([CH3:21])[C:17]([O:19][CH3:20])=[O:18].C(=O)([O-])[O-].[K+].[K+], predict the reaction product. The product is: [I:1][C:2]1[C:3]([C:7]2[CH:12]=[CH:11][N:10]=[C:9]([S:13][CH3:14])[N:8]=2)=[CH:4][N:5]([C:16]([CH3:22])([CH3:21])[C:17]([O:19][CH3:20])=[O:18])[N:6]=1. (2) Given the reactants [ClH:1].Cl.[C@H]1(C[N:14]2[CH2:19][CH2:18][CH:17]([NH:20][C:21]([C:23]3[NH:24][C:25]4[C:30]([CH:31]=3)=[C:29]([O:32][CH2:33][C:34]3[C:38]5[CH:39]=[CH:40][C:41]([F:43])=[CH:42][C:37]=5[O:36][CH:35]=3)[CH:28]=[CH:27][CH:26]=4)=[O:22])[CH2:16][CH2:15]2)[C@@H]2N(CCCC2)CCC1.Cl.Cl.Cl.NC1CCN([CH2:54][CH2:55][N:56]2[CH2:61][CH2:60][C@H:59]([OH:62])[C@@H:58]([CH3:63])[CH2:57]2)CC1, predict the reaction product. The product is: [ClH:1].[ClH:1].[OH:62][C@H:59]1[CH2:60][CH2:61][N:56]([CH2:55][CH2:54][N:14]2[CH2:15][CH2:16][CH:17]([NH:20][C:21]([C:23]3[NH:24][C:25]4[C:30]([CH:31]=3)=[C:29]([O:32][CH2:33][C:34]3[C:38]5[CH:39]=[CH:40][C:41]([F:43])=[CH:42][C:37]=5[O:36][CH:35]=3)[CH:28]=[CH:27][CH:26]=4)=[O:22])[CH2:18][CH2:19]2)[CH2:57][C@@H:58]1[CH3:63].